The task is: Predict the reaction yield, written as a fraction of the theoretical maximum amount of product (1.0 means a 100% yield; for example, 0.34 means a 34% yield).. This data is from Reaction yield outcomes from USPTO patents with 853,638 reactions. The reactants are [CH2:1]([O:8][C@H:9]1[CH2:13][N:12](C(OC(C)(C)C)=O)[C@H:11]([CH2:21][O:22][C:23]2[CH:32]=[CH:31][C:26]([C:27]([O:29][CH3:30])=[O:28])=[CH:25][C:24]=2[N+:33]([O-:35])=[O:34])[CH2:10]1)[C:2]1[CH:7]=[CH:6][CH:5]=[CH:4][CH:3]=1.C(O)(C(F)(F)F)=O. The catalyst is C(Cl)Cl. The product is [CH2:1]([O:8][C@H:9]1[CH2:13][NH:12][C@H:11]([CH2:21][O:22][C:23]2[CH:32]=[CH:31][C:26]([C:27]([O:29][CH3:30])=[O:28])=[CH:25][C:24]=2[N+:33]([O-:35])=[O:34])[CH2:10]1)[C:2]1[CH:7]=[CH:6][CH:5]=[CH:4][CH:3]=1. The yield is 0.950.